Dataset: hERG Central: cardiac toxicity at 1µM, 10µM, and general inhibition. Task: Predict hERG channel inhibition at various concentrations. The molecule is COc1ccc(NC(=S)N(CCN(C)C)C(C)c2ccncc2)cc1Cl. Results: hERG_inhib (hERG inhibition (general)): blocker.